From a dataset of Catalyst prediction with 721,799 reactions and 888 catalyst types from USPTO. Predict which catalyst facilitates the given reaction. (1) Reactant: C([O:3][C:4]([C@@H:6]1[CH2:8][C@H:7]1[C:9]1[CH:14]=[CH:13][CH:12]=[CH:11][CH:10]=1)=[O:5])C.[Li+].[OH-]. Product: [C:9]1([C@@H:7]2[CH2:8][C@H:6]2[C:4]([OH:5])=[O:3])[CH:14]=[CH:13][CH:12]=[CH:11][CH:10]=1. The catalyst class is: 14. (2) Reactant: Cl.[NH2:2][C@@H:3]1[CH2:23][C:6]2[N:7]([CH2:16][C:17]3[CH:22]=[CH:21][CH:20]=[CH:19][N:18]=3)[C:8]3[CH:9]=[CH:10][C:11]([C:14]#[N:15])=[CH:12][C:13]=3[C:5]=2[CH2:4]1.CN(C=O)C.C(N(CC)CC)C.Cl[C:37]([O:39][CH:40]([CH3:42])[CH3:41])=[O:38]. Product: [CH:40]([O:39][C:37](=[O:38])[NH:2][C@@H:3]1[CH2:23][C:6]2[N:7]([CH2:16][C:17]3[CH:22]=[CH:21][CH:20]=[CH:19][N:18]=3)[C:8]3[CH:9]=[CH:10][C:11]([C:14]#[N:15])=[CH:12][C:13]=3[C:5]=2[CH2:4]1)([CH3:42])[CH3:41]. The catalyst class is: 194. (3) The catalyst class is: 21. Reactant: [CH3:1][O:2][C:3]1[CH:8]=[CH:7][C:6]([NH:9][CH2:10][CH2:11][CH2:12][O:13][C:14]2[CH:23]=[CH:22][C:21]3[C:16](=[CH:17][CH:18]=[CH:19][CH:20]=3)[CH:15]=2)=[CH:5][CH:4]=1.[CH2:24](I)[CH2:25][CH2:26][CH3:27]. Product: [CH3:1][O:2][C:3]1[CH:4]=[CH:5][C:6]([N:9]([CH2:10][CH2:11][CH2:12][O:13][C:14]2[CH:23]=[CH:22][C:21]3[C:16](=[CH:17][CH:18]=[CH:19][CH:20]=3)[CH:15]=2)[CH2:24][CH2:25][CH2:26][CH3:27])=[CH:7][CH:8]=1. (4) Reactant: [CH3:1][O:2][CH2:3][CH2:4][NH:5][C:6]([C:8]1[CH:9]=[C:10]([CH:13]=[CH:14][CH:15]=1)[CH:11]=O)=[O:7].[C:16]([C:19]1[C:20](=[O:31])[N:21]([CH3:30])[C:22]2[C:27]([C:28]=1[OH:29])=[CH:26][CH:25]=[CH:24][N:23]=2)(=[O:18])[CH3:17].N1CCCCC1. Product: [OH:29][C:28]1[C:27]2[C:22](=[N:23][CH:24]=[CH:25][CH:26]=2)[N:21]([CH3:30])[C:20](=[O:31])[C:19]=1[C:16](=[O:18])[CH:17]=[CH:11][C:10]1[CH:13]=[CH:14][CH:15]=[C:8]([C:6]([NH:5][CH2:4][CH2:3][O:2][CH3:1])=[O:7])[CH:9]=1. The catalyst class is: 8. (5) Reactant: [Cl:1][CH2:2][CH2:3]C(O)=O.[Br:7][C:8]1[CH:17]=[CH:16][C:15]([OH:18])=[C:14]2[C:9]=1[CH:10]=[CH:11][CH:12]=[N:13]2.[BH4-].[Na+]. Product: [Br:7][C:8]1[CH:17]=[CH:16][C:15]([OH:18])=[C:14]2[C:9]=1[CH2:10][CH2:11][CH2:12][N:13]2[CH2:3][CH2:2][Cl:1]. The catalyst class is: 56.